This data is from HIV replication inhibition screening data with 41,000+ compounds from the AIDS Antiviral Screen. The task is: Binary Classification. Given a drug SMILES string, predict its activity (active/inactive) in a high-throughput screening assay against a specified biological target. (1) The molecule is Cc1nc(C)c(N2CCN(C#N)CC2)c(O)n1. The result is 0 (inactive). (2) The molecule is c1ccc(P2c3ccccc3Nc3ccccc32)cc1. The result is 0 (inactive). (3) The compound is O=C1C(=Cc2cccc(O)c2)N=C(c2ccccc2)N1n1c(-c2ccccc2)nc2ccccc2c1=O. The result is 0 (inactive). (4) The compound is COc1cccc(C2c3cc4c(cc3OC(NNC(N)=O)C2C)OCO4)c1O. The result is 0 (inactive). (5) The molecule is CSCCCSC1=CCCCCCCCCCC1. The result is 0 (inactive). (6) The drug is CC(C)Oc1ccc2c(c1)OCC1Cc3ccccc3OC21. The result is 0 (inactive).